This data is from Forward reaction prediction with 1.9M reactions from USPTO patents (1976-2016). The task is: Predict the product of the given reaction. (1) Given the reactants [NH2:1][CH2:2][CH:3]1[CH2:8][CH2:7][N:6]([C:9]([O:11][CH2:12][C:13]2[CH:18]=[CH:17][CH:16]=[CH:15][CH:14]=2)=[O:10])[CH2:5][CH2:4]1.C(N(CC)C(C)C)(C)C.Cl[C:29]1[N:34]=[C:33]([Cl:35])[N:32]=[C:31]([Cl:36])[C:30]=1[Cl:37], predict the reaction product. The product is: [CH2:12]([O:11][C:9]([N:6]1[CH2:7][CH2:8][CH:3]([CH2:2][NH:1][C:29]2[C:30]([Cl:37])=[C:31]([Cl:36])[N:32]=[C:33]([Cl:35])[N:34]=2)[CH2:4][CH2:5]1)=[O:10])[C:13]1[CH:14]=[CH:15][CH:16]=[CH:17][CH:18]=1. (2) Given the reactants Br[CH2:2][C:3](=O)[CH:4]([CH3:6])[CH3:5].[NH2:8][C:9]1[CH:14]=[C:13]([C:15]([O:17][CH2:18][CH3:19])=[O:16])[CH:12]=[C:11]([CH3:20])[N:10]=1.[CH2:21](O)C, predict the reaction product. The product is: [CH3:20][C:11]1[N:10]2[CH:2]=[C:3]([C:4]3([CH3:6])[CH2:21][CH2:5]3)[N:8]=[C:9]2[CH:14]=[C:13]([C:15]([O:17][CH2:18][CH3:19])=[O:16])[CH:12]=1. (3) Given the reactants [Br-].[CH2:2]([N+:9]1[CH:14]=[CH:13][C:12]([CH:15]([O:17][CH:18]2[CH2:21][N:20]([C:22]([O:24][C:25]([CH3:28])([CH3:27])[CH3:26])=[O:23])[CH2:19]2)[CH3:16])=[CH:11][CH:10]=1)[C:3]1[CH:8]=[CH:7][CH:6]=[CH:5][CH:4]=1.[BH4-].[Na+].[NH4+].[Cl-], predict the reaction product. The product is: [CH2:2]([N:9]1[CH2:10][CH2:11][CH:12]([CH:15]([O:17][CH:18]2[CH2:21][N:20]([C:22]([O:24][C:25]([CH3:26])([CH3:28])[CH3:27])=[O:23])[CH2:19]2)[CH3:16])[CH2:13][CH2:14]1)[C:3]1[CH:8]=[CH:7][CH:6]=[CH:5][CH:4]=1. (4) Given the reactants [CH3:1][O:2][C:3](=[O:29])/[CH:4]=[CH:5]/[C:6]1[CH:10]=[C:9]([CH3:11])[N:8]([CH2:12][C:13]2[CH:18]=[C:17]([Cl:19])[CH:16]=[CH:15][C:14]=2[O:20][CH2:21][C:22]2[CH:27]=[CH:26][C:25]([Cl:28])=[CH:24][CH:23]=2)[N:7]=1, predict the reaction product. The product is: [CH3:1][O:2][C:3](=[O:29])[CH2:4][CH2:5][C:6]1[CH:10]=[C:9]([CH3:11])[N:8]([CH2:12][C:13]2[CH:18]=[C:17]([Cl:19])[CH:16]=[CH:15][C:14]=2[O:20][CH2:21][C:22]2[CH:23]=[CH:24][C:25]([Cl:28])=[CH:26][CH:27]=2)[N:7]=1. (5) Given the reactants [C:1]([C:3]1[CH:4]=[C:5]([CH:9]([CH3:15])[C:10]([O:12][CH2:13][CH3:14])=[O:11])[CH:6]=[CH:7][CH:8]=1)#[N:2].[ClH:16].NCC1C=C(C=C(OC)C=1)C(OC)=O, predict the reaction product. The product is: [ClH:16].[NH2:2][CH2:1][C:3]1[CH:4]=[C:5]([CH:9]([CH3:15])[C:10]([O:12][CH2:13][CH3:14])=[O:11])[CH:6]=[CH:7][CH:8]=1. (6) The product is: [CH3:1][S:2]([C:3]1[CH:9]=[CH:8][C:6]([NH2:7])=[CH:5][CH:4]=1)=[O:18]. Given the reactants [CH3:1][S:2][C:3]1[CH:9]=[CH:8][C:6]([NH2:7])=[CH:5][CH:4]=1.C1C=C(Cl)C=C(C(OO)=[O:18])C=1.C([O-])(O)=O.[Na+].[Na+].[Cl-], predict the reaction product.